This data is from HIV replication inhibition screening data with 41,000+ compounds from the AIDS Antiviral Screen. The task is: Binary Classification. Given a drug SMILES string, predict its activity (active/inactive) in a high-throughput screening assay against a specified biological target. (1) The molecule is CC(=NNC(N)=S)c1ccc(Oc2ccccc2)cc1. The result is 0 (inactive). (2) The compound is Cl.O=C(O)CN1CCNCCN(CC(=O)O)CCNCC1. The result is 0 (inactive). (3) The compound is O=C1Cc2c([nH]c3ccc(F)cc23)-c2ccccc2N1. The result is 0 (inactive). (4) The molecule is COC(=O)Nc1nc(O)c2cc(OC)c(OC)cc2n1. The result is 0 (inactive). (5) The molecule is O=[N+]([O-])c1ccc2c(N=Nc3ccc4ccccc4c3O)c(O)cc(S(=O)(=O)O)c2c1. The result is 0 (inactive). (6) The drug is COC1=CC(=O)c2nccc(C)c2C1=O. The result is 0 (inactive). (7) The compound is Cn1c2c(c3ccccc3c1=O)C(=O)c1ccccc1-2. The result is 0 (inactive).